From a dataset of Forward reaction prediction with 1.9M reactions from USPTO patents (1976-2016). Predict the product of the given reaction. (1) The product is: [OH:2][CH:1]([C:3]1[CH:4]=[C:5]2[C:10](=[CH:11][CH:12]=1)[C:9]([C:13]([O:15][CH3:16])=[O:14])=[CH:8][CH:7]=[CH:6]2)[CH2:17][CH2:18][CH2:19][CH2:20][CH3:21]. Given the reactants [CH:1]([C:3]1[CH:4]=[C:5]2[C:10](=[CH:11][CH:12]=1)[C:9]([C:13]([O:15][CH3:16])=[O:14])=[CH:8][CH:7]=[CH:6]2)=[O:2].[CH2:17]([Mg]Br)[CH2:18][CH2:19][CH2:20][CH3:21], predict the reaction product. (2) Given the reactants [F:1][C:2]1[CH:13]=[CH:12][C:5]([CH2:6][N:7]2[CH:11]=[N:10][CH:9]=[N:8]2)=[CH:4][CH:3]=1.C([Li])CCC.[CH2:19]([CH:21]([CH2:24][CH3:25])[CH:22]=[O:23])[CH3:20], predict the reaction product. The product is: [CH2:19]([CH:21]([CH2:24][CH3:25])[CH:22]([C:11]1[N:7]([CH2:6][C:5]2[CH:12]=[CH:13][C:2]([F:1])=[CH:3][CH:4]=2)[N:8]=[CH:9][N:10]=1)[OH:23])[CH3:20]. (3) Given the reactants ClC1C=[C:4](C=CC=1)[C:5]([O:7]O)=[O:6].[Cl:12][C:13]1[CH:18]=[CH:17][CH:16]=[CH:15][C:14]=1[N:19]1[C:28]2[CH:27]=[CH:26][CH:25]=[CH:24][C:23]=2[C:22]2[N:29]=[C:30](SC)[N:31]=[CH:32][C:21]=2[C:20]1=[O:35].[CH3:36][N:37]1[CH2:42][CH2:41][N:40]([C:43]2[CH:49]=[CH:48][C:46]([NH2:47])=[CH:45][CH:44]=2)[CH2:39][CH2:38]1.CCN(C(C)C)C(C)C, predict the reaction product. The product is: [C:5]([O-:7])(=[O:6])[CH3:4].[NH4+:19].[Cl:12][C:13]1[CH:18]=[CH:17][CH:16]=[CH:15][C:14]=1[N:19]1[C:28]2[CH:27]=[CH:26][CH:25]=[CH:24][C:23]=2[C:22]2[N:29]=[C:30]([NH:47][C:46]3[CH:45]=[CH:44][C:43]([N:40]4[CH2:39][CH2:38][N:37]([CH3:36])[CH2:42][CH2:41]4)=[CH:49][CH:48]=3)[N:31]=[CH:32][C:21]=2[C:20]1=[O:35]. (4) Given the reactants [Br:1][C:2]1[CH:7]=[C:6]([N+:8]([O-])=O)[CH:5]=[CH:4][C:3]=1[O:11][CH3:12].C(O)C.Cl.[OH-].[Na+], predict the reaction product. The product is: [NH2:8][C:6]1[CH:5]=[CH:4][C:3]([O:11][CH3:12])=[C:2]([Br:1])[CH:7]=1. (5) Given the reactants [NH2:1][C:2]1[CH:11]=[C:10]2[C:5]([C:6]3([CH2:20][CH2:19]3)[CH2:7][N:8](C(OC(C)(C)C)=O)[CH2:9]2)=[CH:4][CH:3]=1.[F:21][C:22]([F:27])([F:26])[C:23]([OH:25])=[O:24], predict the reaction product. The product is: [CH2:9]1[C:10]2[C:5](=[CH:4][CH:3]=[C:2]([NH2:1])[CH:11]=2)[C:6]2([CH2:20][CH2:19]2)[CH2:7][NH:8]1.[F:21][C:22]([F:27])([F:26])[C:23]([OH:25])=[O:24].